Dataset: Reaction yield outcomes from USPTO patents with 853,638 reactions. Task: Predict the reaction yield, written as a fraction of the theoretical maximum amount of product (1.0 means a 100% yield; for example, 0.34 means a 34% yield). (1) The reactants are [O:1]([C:8]1[CH:9]=[C:10]([CH:13]=[CH:14][CH:15]=1)[CH:11]=O)[C:2]1[CH:7]=[CH:6][CH:5]=[CH:4][CH:3]=1.[C:16]([NH:19][NH2:20])([NH2:18])=[NH:17].[ClH:21]. No catalyst specified. The product is [ClH:21].[O:1]([C:8]1[CH:9]=[C:10]([CH:13]=[CH:14][CH:15]=1)[CH:11]=[N:20][NH:19][C:16]([NH2:18])=[NH:17])[C:2]1[CH:7]=[CH:6][CH:5]=[CH:4][CH:3]=1. The yield is 0.590. (2) The reactants are [NH:1]([C:8]1[N:9]([C:21]2[CH:26]=[CH:25][CH:24]=[CH:23][CH:22]=2)[C:10]2[C:15]([C:16](=[O:18])[CH:17]=1)=[C:14](Cl)[N:13]=[C:12]([CH3:20])[CH:11]=2)[C:2]1[CH:7]=[CH:6][CH:5]=[CH:4][CH:3]=1.[C:27]([O-:30])([O-])=[O:28].[Cs+].[Cs+].[CH3:33][CH2:34]O. The catalyst is CN(C=O)C.CC([O-])=O.CC([O-])=O.[Pd+2].C1C=CC(P(C2C=CC=CC=2)CCCP(C2C=CC=CC=2)C2C=CC=CC=2)=CC=1. The product is [NH:1]([C:8]1[N:9]([C:21]2[CH:26]=[CH:25][CH:24]=[CH:23][CH:22]=2)[C:10]2[CH:11]=[C:12]([CH3:20])[N:13]=[C:14]([C:27]([O:30][CH2:33][CH3:34])=[O:28])[C:15]=2[C:16](=[O:18])[CH:17]=1)[C:2]1[CH:7]=[CH:6][CH:5]=[CH:4][CH:3]=1. The yield is 0.710. (3) The reactants are [PH4+].[OH:2][C:3]([CH3:9])([CH3:8])[CH2:4][C:5](=[O:7])[CH3:6].[CH:10]([CH:12]=[CH2:13])=O. The catalyst is C(Cl)Cl. The product is [OH:2][C:3]([CH3:9])([CH2:4][C:5](=[O:7])/[CH:6]=[CH:13]/[CH:12]=[CH2:10])[CH3:8]. The yield is 0.290. (4) The reactants are [OH2:1].[CH3:2][S:3][C:4]1[CH:10]=[CH:9][C:7]([NH2:8])=[CH:6][CH:5]=1.[OH:11]O. The catalyst is C(O)(=O)C.C(Cl)(Cl)Cl. The product is [CH3:2][S:3]([C:4]1[CH:10]=[CH:9][C:7]([NH2:8])=[CH:6][CH:5]=1)(=[O:11])=[O:1]. The yield is 0.750.